This data is from Catalyst prediction with 721,799 reactions and 888 catalyst types from USPTO. The task is: Predict which catalyst facilitates the given reaction. (1) Reactant: Cl[C:2]1[C:7]([C:8]2[CH:13]=[CH:12][CH:11]=[C:10]([N+:14]([O-:16])=[O:15])[CH:9]=2)=[N:6][N:5]([CH:17]2[CH2:19][CH2:18]2)[C:4](=[O:20])[C:3]=1[C:21]([O:23][CH2:24][CH3:25])=[O:22].[CH3:26][NH2:27]. Product: [CH:17]1([N:5]2[C:4](=[O:20])[C:3]([C:21]([O:23][CH2:24][CH3:25])=[O:22])=[C:2]([NH:27][CH3:26])[C:7]([C:8]3[CH:13]=[CH:12][CH:11]=[C:10]([N+:14]([O-:16])=[O:15])[CH:9]=3)=[N:6]2)[CH2:19][CH2:18]1. The catalyst class is: 2. (2) Reactant: [CH:1]([NH:3][NH:4][C:5]([C:7]1([C:10]2[S:11][C:12]([C:15]3[CH:20]=[C:19]([NH:21][C:22]4[N:27]=[C:26]([C:28]([F:31])([F:30])[F:29])[CH:25]=[CH:24][N:23]=4)[CH:18]=[C:17]([CH3:32])[CH:16]=3)=[CH:13][N:14]=2)[CH2:9][CH2:8]1)=O)=[O:2].CC[N+](S(N=C(OC)[O-])(=O)=O)(CC)CC. Product: [CH3:32][C:17]1[CH:18]=[C:19]([NH:21][C:22]2[N:27]=[C:26]([C:28]([F:30])([F:31])[F:29])[CH:25]=[CH:24][N:23]=2)[CH:20]=[C:15]([C:12]2[S:11][C:10]([C:7]3([C:5]4[O:2][CH:1]=[N:3][N:4]=4)[CH2:8][CH2:9]3)=[N:14][CH:13]=2)[CH:16]=1. The catalyst class is: 1. (3) Reactant: C(OC(=O)C1[CH:10]=[CH:9][C:8]([C:11]([F:14])([F:13])[F:12])=[N:7][CH:6]=1)C.C[Mg]Cl.Cl.[Cl-].[Na+].C[O:23][C:24]([CH3:27])([CH3:26])[CH3:25]. Product: [F:12][C:11]([F:14])([F:13])[C:8]1[N:7]=[CH:6][C:25]([C:24]([OH:23])([CH3:27])[CH3:26])=[CH:10][CH:9]=1. The catalyst class is: 132. (4) The catalyst class is: 229. Product: [C:33]([C:32]1[CH:35]=[CH:14][N:11]2[CH2:12][CH2:13][N:8]([C:6]([O:5][C:1]([CH3:4])([CH3:3])[CH3:2])=[O:7])[CH2:9][C:10]=12)#[N:34]. Reactant: [C:1]([O:5][C:6]([N:8]1[CH2:13][CH2:12][N:11]([CH:14]=O)[CH:10](C([O-])=O)[CH2:9]1)=[O:7])([CH3:4])([CH3:3])[CH3:2].[Na+].C1(C)C=CC(S(Cl)(=O)=O)=CC=1.Cl[C:32](=[CH2:35])[C:33]#[N:34].C(N(CC)CC)C. (5) Reactant: Br[C:2]1[NH:21][C:5]2[N:6]=[CH:7][N:8]=[C:9]([NH:10][C:11]3[CH:20]=[CH:19][C:14]4[NH:15][C:16](=[O:18])[S:17][C:13]=4[CH:12]=3)[C:4]=2[CH:3]=1.[Cl:22][C:23]1[CH:28]=[CH:27][C:26]([S:29]([O-:31])=[O:30])=[CH:25][CH:24]=1.[Na+].CN(C)CCN. Product: [Cl:22][C:23]1[CH:28]=[CH:27][C:26]([S:29]([C:2]2[NH:21][C:5]3[N:6]=[CH:7][N:8]=[C:9]([NH:10][C:11]4[CH:20]=[CH:19][C:14]5[NH:15][C:16](=[O:18])[S:17][C:13]=5[CH:12]=4)[C:4]=3[CH:3]=2)(=[O:31])=[O:30])=[CH:25][CH:24]=1. The catalyst class is: 16. (6) Reactant: C[O:2][C:3](=[O:25])[CH2:4][C:5]1[C:9]2[C:10]([Cl:24])=[CH:11][C:12]([O:14][CH2:15][C:16]3[C:17]([CH3:23])=[N:18][C:19]([CH3:22])=[CH:20][CH:21]=3)=[CH:13][C:8]=2[S:7][CH:6]=1.[OH-].[Na+].Cl. Product: [Cl:24][C:10]1[C:9]2[C:5]([CH2:4][C:3]([OH:25])=[O:2])=[CH:6][S:7][C:8]=2[CH:13]=[C:12]([O:14][CH2:15][C:16]2[C:17]([CH3:23])=[N:18][C:19]([CH3:22])=[CH:20][CH:21]=2)[CH:11]=1. The catalyst class is: 1. (7) Reactant: [NH2:1][C:2]1[CH:7]=[CH:6][C:5]([C:8]2[C:16]3[C:11](=[CH:12][C:13]([F:17])=[CH:14][CH:15]=3)[N:10]([S:18]([C:21]3[CH:26]=[CH:25][CH:24]=[CH:23][CH:22]=3)(=[O:20])=[O:19])[CH:9]=2)=[CH:4][C:3]=1[OH:27].[OH-].[K+].[C:30](=S)=[S:31]. Product: [F:17][C:13]1[CH:12]=[C:11]2[C:16]([C:8]([C:5]3[CH:6]=[CH:7][C:2]4[N:1]=[C:30]([SH:31])[O:27][C:3]=4[CH:4]=3)=[CH:9][N:10]2[S:18]([C:21]2[CH:26]=[CH:25][CH:24]=[CH:23][CH:22]=2)(=[O:20])=[O:19])=[CH:15][CH:14]=1. The catalyst class is: 8.